This data is from Forward reaction prediction with 1.9M reactions from USPTO patents (1976-2016). The task is: Predict the product of the given reaction. (1) Given the reactants [CH3:1][N:2]([CH3:10])[C:3]([CH:5]1[CH2:8][C:7](=O)[CH2:6]1)=[O:4].[CH2:11]([NH:18][CH2:19][C:20]1[CH:25]=[CH:24][CH:23]=[CH:22][CH:21]=1)[C:12]1[CH:17]=[CH:16][CH:15]=[CH:14][CH:13]=1.C(O[BH-](OC(=O)C)OC(=O)C)(=O)C.[Na+].C(O)(=O)C, predict the reaction product. The product is: [CH2:19]([N:18]([CH2:11][C:12]1[CH:17]=[CH:16][CH:15]=[CH:14][CH:13]=1)[C@@H:7]1[CH2:8][C@H:5]([C:3]([N:2]([CH3:10])[CH3:1])=[O:4])[CH2:6]1)[C:20]1[CH:25]=[CH:24][CH:23]=[CH:22][CH:21]=1. (2) Given the reactants [NH2:1][C:2]1[CH:10]=[C:9]([Br:11])[CH:8]=[CH:7][C:3]=1[C:4](O)=[O:5].ClC(Cl)(OC(=O)OC(Cl)(Cl)Cl)Cl.[CH3:24][NH2:25], predict the reaction product. The product is: [NH2:1][C:2]1[CH:10]=[C:9]([Br:11])[CH:8]=[CH:7][C:3]=1[C:4]([NH:25][CH3:24])=[O:5]. (3) Given the reactants [CH3:1][S:2]([N:5]1[CH2:10][CH2:9][N:8]([C:11]2[CH:12]=[C:13]([C:20]3[CH:25]=[CH:24][CH:23]=[CH:22][CH:21]=3)[CH:14]=[C:15]([N+:17]([O-])=O)[CH:16]=2)[CH2:7][CH2:6]1)(=[O:4])=[O:3].ClCCl, predict the reaction product. The product is: [CH3:1][S:2]([N:5]1[CH2:6][CH2:7][N:8]([C:11]2[CH:16]=[C:15]([NH2:17])[CH:14]=[C:13]([C:20]3[CH:25]=[CH:24][CH:23]=[CH:22][CH:21]=3)[CH:12]=2)[CH2:9][CH2:10]1)(=[O:3])=[O:4]. (4) Given the reactants [S:1]1[CH:5]=[CH:4][CH:3]=[C:2]1[CH2:6][NH:7][C:8]([NH2:10])=[S:9].Br[CH2:12][C:13]([C:15]1[CH:20]=[CH:19][CH:18]=[CH:17][CH:16]=1)=O, predict the reaction product. The product is: [C:15]1([C:13]2[N:10]=[C:8]([NH:7][CH2:6][C:2]3[S:1][CH:5]=[CH:4][CH:3]=3)[S:9][CH:12]=2)[CH:20]=[CH:19][CH:18]=[CH:17][CH:16]=1. (5) The product is: [C:1]([O:5][C:6](=[O:7])[N:8]([C:9]1[S:10][C@:11]2([C:25](=[O:26])[NH2:38])[C@H:13]([C@:14]([C:17]3[CH:22]=[CH:21][CH:20]=[C:19]([F:23])[C:18]=3[F:24])([CH3:16])[N:15]=1)[CH2:12]2)[CH2:28][O:29][CH2:30][CH2:31][Si:32]([CH3:33])([CH3:34])[CH3:35])([CH3:2])([CH3:4])[CH3:3]. Given the reactants [C:1]([O:5][C:6]([N:8]([CH2:28][O:29][CH2:30][CH2:31][Si:32]([CH3:35])([CH3:34])[CH3:33])[C:9]1[S:10][C@:11]2([C:25](O)=[O:26])[C@H:13]([C@:14]([C:17]3[CH:22]=[CH:21][CH:20]=[C:19]([F:23])[C:18]=3[F:24])([CH3:16])[N:15]=1)[CH2:12]2)=[O:7])([CH3:4])([CH3:3])[CH3:2].C(N1C=CN=C1)([N:38]1C=CN=C1)=O.N, predict the reaction product. (6) Given the reactants [Cl:1][C:2]1[CH:33]=[CH:32][C:5]([CH2:6][C@@H:7]([C:24]2[CH:25]=[C:26]([CH:29]=[CH:30][CH:31]=2)[C:27]#[N:28])[C@@H:8]([NH:10][CH:11]([C:17]2[CH:22]=[CH:21][C:20](Br)=[CH:19][CH:18]=2)[C:12]([C:15]#[N:16])([CH3:14])[CH3:13])[CH3:9])=[CH:4][CH:3]=1.[NH:34]1[CH:38]=[N:37][CH:36]=[N:35]1.C([O-])([O-])=O.[K+].[K+], predict the reaction product. The product is: [Cl:1][C:2]1[CH:33]=[CH:32][C:5]([CH2:6][C@@H:7]([C:24]2[CH:25]=[C:26]([CH:29]=[CH:30][CH:31]=2)[C:27]#[N:28])[C@@H:8]([NH:10][CH:11]([C:17]2[CH:22]=[CH:21][C:20]([N:34]3[CH:38]=[N:37][CH:36]=[N:35]3)=[CH:19][CH:18]=2)[C:12]([C:15]#[N:16])([CH3:14])[CH3:13])[CH3:9])=[CH:4][CH:3]=1. (7) Given the reactants [C@@H:1]1([N:9]2[C:17]3[C:16](=[O:18])[N:15]([CH2:19][O:20][C:21](=[O:26])[C:22]([CH3:25])([CH3:24])[CH3:23])[C:14]([N:27]=[CH:28][N:29]([CH3:31])[CH3:30])=[N:13][C:12]=3[C:11]([C:32]#[C:33][CH3:34])=[CH:10]2)[O:6][C@H:5]([CH2:7][OH:8])[C@@H:3]([OH:4])[CH2:2]1.[CH3:35][O:36][C:37]1[CH:58]=[CH:57][C:40]([C:41](Cl)([C:50]2[CH:55]=[CH:54][CH:53]=[CH:52][CH:51]=2)[C:42]2[CH:47]=[CH:46][C:45]([O:48][CH3:49])=[CH:44][CH:43]=2)=[CH:39][CH:38]=1.C(Cl)Cl, predict the reaction product. The product is: [CH3:49][O:48][C:45]1[CH:44]=[CH:43][C:42]([C:41]([O:8][CH2:7][C@H:5]2[O:6][C@@H:1]([N:9]3[C:17]4[C:16](=[O:18])[N:15]([CH2:19][O:20][C:21](=[O:26])[C:22]([CH3:24])([CH3:25])[CH3:23])[C:14]([N:27]=[CH:28][N:29]([CH3:31])[CH3:30])=[N:13][C:12]=4[C:11]([C:32]#[C:33][CH3:34])=[CH:10]3)[CH2:2][C@@H:3]2[OH:4])([C:50]2[CH:51]=[CH:52][CH:53]=[CH:54][CH:55]=2)[C:40]2[CH:57]=[CH:58][C:37]([O:36][CH3:35])=[CH:38][CH:39]=2)=[CH:47][CH:46]=1. (8) The product is: [Br:12][C:8]1[N:6]2[N:7]=[C:2]([Cl:1])[CH:3]=[CH:4][C:5]2=[N:10][C:9]=1[CH3:11]. Given the reactants [Cl:1][C:2]1[CH:3]=[CH:4][C:5]2[N:6]([CH:8]=[C:9]([CH3:11])[N:10]=2)[N:7]=1.[Br:12]N1C(=O)CCC1=O.CCOC(C)=O, predict the reaction product.